Dataset: Reaction yield outcomes from USPTO patents with 853,638 reactions. Task: Predict the reaction yield, written as a fraction of the theoretical maximum amount of product (1.0 means a 100% yield; for example, 0.34 means a 34% yield). (1) The reactants are [CH2:1]([O:8][C:9]1[C:18]2[C:13](=[CH:14][CH:15]=[C:16]([C:19]3[CH:24]=[CH:23][CH:22]=[C:21](Br)[N:20]=3)[CH:17]=2)[N:12]=[CH:11][CH:10]=1)[C:2]1[CH:7]=[CH:6][CH:5]=[CH:4][CH:3]=1.[F:26][C:27]1[CH:32]=[CH:31][CH:30]=[C:29]([F:33])[C:28]=1B(O)O.C(N(C(C)C)CC)(C)C. The yield is 0.740. The catalyst is C1(C)C=CC=CC=1.C(O)C. The product is [CH2:1]([O:8][C:9]1[C:18]2[C:13](=[CH:14][CH:15]=[C:16]([C:19]3[CH:24]=[CH:23][CH:22]=[C:21]([C:28]4[C:27]([F:26])=[CH:32][CH:31]=[CH:30][C:29]=4[F:33])[N:20]=3)[CH:17]=2)[N:12]=[CH:11][CH:10]=1)[C:2]1[CH:7]=[CH:6][CH:5]=[CH:4][CH:3]=1. (2) The reactants are [F:1][C:2]([F:15])([C:8]1[N:13]=[CH:12][C:11]([F:14])=[CH:10][N:9]=1)[C:3]([O:5]CC)=[O:4].CO.[OH-].[Na+:19]. The catalyst is C1COCC1. The product is [F:15][C:2]([F:1])([C:8]1[N:13]=[CH:12][C:11]([F:14])=[CH:10][N:9]=1)[C:3]([O-:5])=[O:4].[Na+:19]. The yield is 0.940. (3) The reactants are [F:1][C:2]1[CH:7]=[C:6]([I:8])[CH:5]=[CH:4][C:3]=1[NH:9][C:10]1[CH:11]=[N:12][CH:13]=[CH:14][C:15]=1[C:16]([N:18]1[CH2:21][C:20]([C@@H:23]2[CH2:28][CH2:27][CH2:26][CH2:25][N:24]2[C:29]([O:31][C:32]([CH3:35])([CH3:34])[CH3:33])=[O:30])([OH:22])[CH2:19]1)=[O:17].ClC1C=C(C=CC=1)C(OO)=[O:41]. The catalyst is ClCCl. The product is [F:1][C:2]1[CH:7]=[C:6]([I:8])[CH:5]=[CH:4][C:3]=1[NH:9][C:10]1[CH:11]=[N+:12]([O-:41])[CH:13]=[CH:14][C:15]=1[C:16]([N:18]1[CH2:21][C:20]([C@@H:23]2[CH2:28][CH2:27][CH2:26][CH2:25][N:24]2[C:29]([O:31][C:32]([CH3:35])([CH3:34])[CH3:33])=[O:30])([OH:22])[CH2:19]1)=[O:17]. The yield is 0.690. (4) The yield is 0.340. The reactants are [C:1]([C:5]1[CH:33]=[CH:32][C:8]([C:9]([NH:11][CH2:12][C:13]2[CH:18]=[CH:17][C:16]([C:19]3[C:20]4[CH:27]=[C:26]([C:28](O)=[O:29])[NH:25][C:21]=4[N:22]=[CH:23][N:24]=3)=[CH:15][C:14]=2[F:31])=[O:10])=[CH:7][CH:6]=1)([CH3:4])([CH3:3])[CH3:2].[CH3:34][N:35](C(ON1N=NC2C=CC=CC1=2)=[N+](C)C)[CH3:36].F[P-](F)(F)(F)(F)F.CCN(C(C)C)C(C)C.CNC.C1COCC1. The catalyst is CN(C=O)C.C(OCC)(=O)C. The product is [CH3:34][N:35]([CH3:36])[C:28]([C:26]1[NH:25][C:21]2[N:22]=[CH:23][N:24]=[C:19]([C:16]3[CH:17]=[CH:18][C:13]([CH2:12][NH:11][C:9](=[O:10])[C:8]4[CH:7]=[CH:6][C:5]([C:1]([CH3:4])([CH3:3])[CH3:2])=[CH:33][CH:32]=4)=[C:14]([F:31])[CH:15]=3)[C:20]=2[CH:27]=1)=[O:29].